From a dataset of Catalyst prediction with 721,799 reactions and 888 catalyst types from USPTO. Predict which catalyst facilitates the given reaction. (1) Reactant: Cl[C:2]1[CH:11]=[CH:10][C:9]2[C:4](=[C:5]([C:13]3[NH:21][C:20]4[CH2:19][CH2:18][NH:17][C:16](=[O:22])[C:15]=4[CH:14]=3)[C:6]([F:12])=[CH:7][CH:8]=2)[N:3]=1.CC(C1C=C(C(C)C)C(C2C=CC=CC=2P(C2CCCCC2)C2CCCCC2)=C(C(C)C)C=1)C.[O-]P([O-])([O-])=O.[K+].[K+].[K+].[CH3:65][N:66]1[CH:70]=[C:69](B2OC(C)(C)C(C)(C)O2)[CH:68]=[N:67]1. Product: [F:12][C:6]1[C:5]([C:13]2[NH:21][C:20]3[CH2:19][CH2:18][NH:17][C:16](=[O:22])[C:15]=3[CH:14]=2)=[C:4]2[C:9]([CH:10]=[CH:11][C:2]([C:69]3[CH:68]=[N:67][N:66]([CH3:65])[CH:70]=3)=[N:3]2)=[CH:8][CH:7]=1. The catalyst class is: 552. (2) Reactant: [NH3:1].C1COCC1.[NH:7]1[CH:11]=[C:10]([S:12](Cl)(=[O:14])=[O:13])[CH:9]=[N:8]1. Product: [NH:7]1[CH:11]=[C:10]([S:12]([NH2:1])(=[O:14])=[O:13])[CH:9]=[N:8]1. The catalyst class is: 22. (3) Reactant: [CH3:1][C:2]([CH3:11])([CH2:7][C:8](O)=[O:9])[CH2:3][C:4](O)=[O:5].B.C1COCC1.Cl. Product: [CH3:1][C:2]([CH3:11])([CH2:7][CH2:8][OH:9])[CH2:3][CH2:4][OH:5]. The catalyst class is: 7. (4) Reactant: [O:1]=[C:2]1[CH2:3][N:4]([C:9]([O:11][C:12]([CH3:15])([CH3:14])[CH3:13])=[O:10])[CH2:5][CH2:6][CH:7]=[CH:8]1.[CH:16](=[N:23]/[OH:24])\[C:17]1[CH:22]=[CH:21][CH:20]=[CH:19][CH:18]=1.C1CCN2C(=NCCC2)CC1. Product: [CH:16](=[N:23][O:24][CH:7]1[CH2:6][CH2:5][N:4]([C:9]([O:11][C:12]([CH3:15])([CH3:14])[CH3:13])=[O:10])[CH2:3][C:2](=[O:1])[CH2:8]1)[C:17]1[CH:22]=[CH:21][CH:20]=[CH:19][CH:18]=1. The catalyst class is: 23. (5) Reactant: [C:1]([C:5]1[CH:6]=[C:7]([CH:25]=[O:26])[C:8]2[C:9](=[O:24])[N:10]([C:15]3[CH:20]=[CH:19][CH:18]=[C:17]([Cl:21])[C:16]=3[CH2:22][OH:23])[N:11]=[CH:12][C:13]=2[CH:14]=1)([CH3:4])([CH3:3])[CH3:2].ClC(Cl)C.[BH4-].[Na+].Cl. Product: [C:1]([C:5]1[CH:14]=[C:13]2[C:8](=[C:7]([CH2:25][OH:26])[CH:6]=1)[C:9](=[O:24])[N:10]([C:15]1[CH:20]=[CH:19][CH:18]=[C:17]([Cl:21])[C:16]=1[CH2:22][OH:23])[N:11]=[CH:12]2)([CH3:4])([CH3:2])[CH3:3]. The catalyst class is: 5. (6) Reactant: [CH3:1][S:2]([OH:5])(=[O:4])=[O:3].[CH:6]1([NH:9][C:10](=[O:35])[C:11]2[CH:16]=[CH:15][C:14]([CH3:17])=[C:13]([N:18]3[C:27](=[O:28])[C:26]4[C:21](=[CH:22][CH:23]=[C:24]([S:29][CH2:30][CH2:31][N:32]([CH3:34])[CH3:33])[CH:25]=4)[N:20]=[CH:19]3)[CH:12]=2)[CH2:8][CH2:7]1. Product: [CH3:1][S:2]([OH:5])(=[O:4])=[O:3].[CH:6]1([NH:9][C:10](=[O:35])[C:11]2[CH:16]=[CH:15][C:14]([CH3:17])=[C:13]([N:18]3[C:27](=[O:28])[C:26]4[C:21](=[CH:22][CH:23]=[C:24]([S:29][CH2:30][CH2:31][N:32]([CH3:34])[CH3:33])[CH:25]=4)[N:20]=[CH:19]3)[CH:12]=2)[CH2:8][CH2:7]1. The catalyst class is: 13. (7) Reactant: [CH:1]([C:3]1[CH:4]=[C:5]([CH:13]=[C:14]([C:16]([F:19])([F:18])[F:17])[CH:15]=1)[C:6]([O:8][C:9]([CH3:12])([CH3:11])[CH3:10])=[O:7])=O.N1C=CC=CC=1.Cl.[NH2:27][OH:28].O. Product: [OH:28]/[N:27]=[CH:1]\[C:3]1[CH:4]=[C:5]([CH:13]=[C:14]([C:16]([F:19])([F:18])[F:17])[CH:15]=1)[C:6]([O:8][C:9]([CH3:12])([CH3:11])[CH3:10])=[O:7]. The catalyst class is: 14.